From a dataset of Forward reaction prediction with 1.9M reactions from USPTO patents (1976-2016). Predict the product of the given reaction. (1) Given the reactants [Br:1][C:2]1[CH:3]=[N:4][C:5]2[N:6]([N:8]=[C:9]([C:11]([OH:13])=O)[CH:10]=2)[CH:7]=1.[CH2:14]([O:16][C:17]([C:19]1[N:23]2[CH2:24][CH2:25][NH:26][CH:27]([CH3:28])[C:22]2=[N:21][N:20]=1)=[O:18])[CH3:15], predict the reaction product. The product is: [CH2:14]([O:16][C:17]([C:19]1[N:23]2[CH2:24][CH2:25][N:26]([C:11]([C:9]3[CH:10]=[C:5]4[N:4]=[CH:3][C:2]([Br:1])=[CH:7][N:6]4[N:8]=3)=[O:13])[CH:27]([CH3:28])[C:22]2=[N:21][N:20]=1)=[O:18])[CH3:15]. (2) Given the reactants [C@@H:1]12[CH2:6][C@@H:5]1[CH2:4][NH:3][C@@H:2]2[CH2:7][NH:8][C:9](=[O:17])[C:10]1[CH:15]=[CH:14][C:13]([F:16])=[CH:12][CH:11]=1.[CH3:18][C:19]1[S:20][C:21]([C:27]2[CH:28]=[C:29]([CH3:33])[CH:30]=[CH:31][CH:32]=2)=[C:22]([C:24](O)=[O:25])[N:23]=1, predict the reaction product. The product is: [F:16][C:13]1[CH:14]=[CH:15][C:10]([C:9]([NH:8][CH2:7][C@H:2]2[N:3]([C:24]([C:22]3[N:23]=[C:19]([CH3:18])[S:20][C:21]=3[C:27]3[CH:28]=[C:29]([CH3:33])[CH:30]=[CH:31][CH:32]=3)=[O:25])[CH2:4][C@@H:5]3[C@H:1]2[CH2:6]3)=[O:17])=[CH:11][CH:12]=1. (3) Given the reactants C(=O)([O-])[O-].[K+].[K+].Cl[C:8]1[CH:13]=[C:12]([Cl:14])[N:11]=[C:10]([CH3:15])[N:9]=1.[OH:16][C:17]1[CH:26]=[C:25]([CH3:27])[C:20]2[NH:21][C:22](=[O:24])[O:23][C:19]=2[CH:18]=1.O, predict the reaction product. The product is: [Cl:14][C:12]1[N:11]=[C:10]([CH3:15])[N:9]=[C:8]([O:16][C:17]2[CH:26]=[C:25]([CH3:27])[C:20]3[NH:21][C:22](=[O:24])[O:23][C:19]=3[CH:18]=2)[CH:13]=1. (4) Given the reactants Cl[C:2]1[CH:7]=[CH:6][C:5]([N+:8]([O-:10])=[O:9])=[CH:4][CH:3]=1.[NH:11]1[CH:15]=[CH:14][CH:13]=[N:12]1, predict the reaction product. The product is: [N+:8]([C:5]1[CH:6]=[CH:7][C:2]([N:11]2[CH:15]=[CH:14][CH:13]=[N:12]2)=[CH:3][CH:4]=1)([O-:10])=[O:9]. (5) Given the reactants [CH3:1][C:2]1[S:6][CH:5]=[N:4][CH:3]=1.CCCCCC.C([Li])CCC.CON(C)[C:21](=[O:23])[CH3:22], predict the reaction product. The product is: [CH3:1][C:2]1[S:6][C:5]([C:21](=[O:23])[CH3:22])=[N:4][CH:3]=1. (6) The product is: [CH2:57]([C:31]12[CH2:47][CH:34]([CH2:33][CH2:32]1)[CH:35]=[CH:36]2)[CH2:52][CH2:53][CH3:54]. Given the reactants F[C:31]1[C:36]([B-]([C:31]2[C:36](F)=[C:35](F)[C:34](F)=[C:33](F)[C:32]=2F)([C:31]2[C:36](F)=[C:35](F)[C:34](F)=[C:33](F)[C:32]=2F)[C:31]2[C:36](F)=[C:35](F)[C:34](F)=[C:33](F)[C:32]=2F)=[C:35](F)[C:34](F)=[C:33](F)[C:32]=1F.[Li+].[CH3:47]COCC.[C:52]1(N([C:52]2[CH:57]=CC=[CH:54][CH:53]=2)[C:52]2[CH:57]=CC=[CH:54][CH:53]=2)[CH:57]=CC=[CH:54][CH:53]=1, predict the reaction product. (7) The product is: [CH3:43][N:42]1[CH2:41][CH2:40][N:39]([CH3:44])[C:38](=[O:45])[CH:37]1[C:34]1[CH:35]=[CH:36][C:31]([NH:30][C:18]2[N:17]=[CH:16][C:15]3=[CH:14][CH:13]=[C:12]([C:7]4[CH:8]=[CH:9][CH:10]=[CH:11][C:6]=4[N:5]([CH3:29])[S:2]([CH3:1])(=[O:4])=[O:3])[N:20]3[N:19]=2)=[CH:32][CH:33]=1. Given the reactants [CH3:1][S:2]([N:5]([CH3:29])[C:6]1[CH:11]=[CH:10][CH:9]=[CH:8][C:7]=1[C:12]1[N:20]2[C:15]([CH:16]=[N:17][C:18](OS(C(F)(F)F)(=O)=O)=[N:19]2)=[CH:14][CH:13]=1)(=[O:4])=[O:3].[NH2:30][C:31]1[CH:36]=[CH:35][C:34]([CH:37]2[N:42]([CH3:43])[CH2:41][CH2:40][N:39]([CH3:44])[C:38]2=[O:45])=[CH:33][CH:32]=1, predict the reaction product. (8) The product is: [Cl:23][C:24]1[C:32]([F:33])=[C:31]2[C:27]([C:28]([S:35][C:36]3[C:37]([F:47])=[C:38]([CH:44]=[CH:45][CH:46]=3)[C:39]([O:41][CH2:42][CH3:43])=[O:40])=[C:29]([CH3:34])[N:30]2[CH2:12][CH2:13][N:14]2[C:22]3[C:17](=[CH:18][CH:19]=[CH:20][CH:21]=3)[CH2:16][CH2:15]2)=[CH:26][CH:25]=1. Given the reactants CC1C=CC(S(O[CH2:12][CH2:13][N:14]2[C:22]3[C:17](=[CH:18][CH:19]=[CH:20][CH:21]=3)[CH2:16][CH2:15]2)(=O)=O)=CC=1.[Cl:23][C:24]1[C:32]([F:33])=[C:31]2[C:27]([C:28]([S:35][C:36]3[C:37]([F:47])=[C:38]([CH:44]=[CH:45][CH:46]=3)[C:39]([O:41][CH2:42][CH3:43])=[O:40])=[C:29]([CH3:34])[NH:30]2)=[CH:26][CH:25]=1.C([O-])([O-])=O.[K+].[K+], predict the reaction product. (9) Given the reactants [Cl:1][C:2]1[C:3]([NH:24][C:25]2[CH:30]=[CH:29][C:28]([O:31][CH3:32])=[CH:27][C:26]=2[NH:33][S:34]([CH3:37])(=[O:36])=[O:35])=[N:4][C:5]([NH:8][C:9]2[C:10]([CH3:23])=[C:11]([CH:20]=[CH:21][CH:22]=2)[O:12][CH2:13][C:14]([O:16]C(C)C)=[O:15])=[N:6][CH:7]=1.[OH-].[Li+].CO, predict the reaction product. The product is: [Cl:1][C:2]1[C:3]([NH:24][C:25]2[CH:30]=[CH:29][C:28]([O:31][CH3:32])=[CH:27][C:26]=2[NH:33][S:34]([CH3:37])(=[O:36])=[O:35])=[N:4][C:5]([NH:8][C:9]2[C:10]([CH3:23])=[C:11]([CH:20]=[CH:21][CH:22]=2)[O:12][CH2:13][C:14]([OH:16])=[O:15])=[N:6][CH:7]=1. (10) Given the reactants [H-].[Al+3].[Li+].[H-].[H-].[H-].O=[C:8]1[C:17]2[C:16]([CH2:18][CH2:19][C:20](O)=[O:21])=[CH:15][NH:14][C:13]=2[CH2:12][CH2:11][CH2:10][CH2:9]1.[OH-].[Na+].S([O-])([O-])(=O)=O.[Na+].[Na+], predict the reaction product. The product is: [NH:14]1[CH:15]=[C:16]([CH2:18][CH2:19][CH2:20][OH:21])[C:17]2[CH2:8][CH2:9][CH2:10][CH2:11][CH2:12][C:13]1=2.